From a dataset of Full USPTO retrosynthesis dataset with 1.9M reactions from patents (1976-2016). Predict the reactants needed to synthesize the given product. The reactants are: CC(C)(C)CC(Cl)=O.NC1C=CC(OC)=NC=1.C(OCC)C.Cl.C[O:25][C:26]1[N:31]=[CH:30][C:29]([NH:32][C:33](=[O:39])[CH2:34][C:35]([CH3:38])([CH3:37])[CH3:36])=[CH:28][CH:27]=1. Given the product [OH:25][C:26]1[N:31]=[CH:30][C:29]([NH:32][C:33](=[O:39])[CH2:34][C:35]([CH3:37])([CH3:36])[CH3:38])=[CH:28][CH:27]=1, predict the reactants needed to synthesize it.